This data is from Forward reaction prediction with 1.9M reactions from USPTO patents (1976-2016). The task is: Predict the product of the given reaction. (1) Given the reactants Cl[CH2:2][C:3]1[N:4]=[C:5]([NH:8][C:9]([NH:11][CH2:12][C:13]2[CH:18]=[CH:17][CH:16]=[C:15]([F:19])[CH:14]=2)=[O:10])[S:6][CH:7]=1.[CH3:20][NH:21][O:22][CH3:23].C(=O)([O-])[O-].[Na+].[Na+].CCO, predict the reaction product. The product is: [F:19][C:15]1[CH:14]=[C:13]([CH:18]=[CH:17][CH:16]=1)[CH2:12][NH:11][C:9](=[O:10])[NH:8][C:5]1[S:6][CH:7]=[C:3]([CH2:2][N:21]([O:22][CH3:23])[CH3:20])[N:4]=1. (2) Given the reactants Br[C:2]1[N:6]([CH2:7][CH3:8])[C:5]2[CH:9]=[CH:10][CH:11]=[CH:12][C:4]=2[N:3]=1.[CH3:13][NH:14][C:15]1[CH:20]=[CH:19][CH:18]=[CH:17][N:16]=1.CC(C)([O-])C.[Na+], predict the reaction product. The product is: [CH2:7]([N:6]1[C:5]2[CH:9]=[CH:10][CH:11]=[CH:12][C:4]=2[N:3]=[C:2]1[N:14]([CH3:13])[C:15]1[CH:20]=[CH:19][CH:18]=[CH:17][N:16]=1)[CH3:8]. (3) Given the reactants Br[C:2]1[CH:3]=[C:4]([CH:21]=[CH:22][CH:23]=1)[C:5]([N:7]1[C:13]2[CH:14]=[CH:15][CH:16]=[CH:17][C:12]=2[CH2:11][N:10]2[CH:18]=[CH:19][CH:20]=[C:9]2[CH2:8]1)=[O:6].[C:24]1([CH3:33])[CH:29]=[CH:28][CH:27]=[CH:26][C:25]=1B(O)O.C(=O)([O-])[O-].[K+].[K+], predict the reaction product. The product is: [CH3:33][C:24]1[CH:29]=[CH:28][CH:27]=[CH:26][C:25]=1[C:2]1[CH:23]=[CH:22][CH:21]=[C:4]([C:5]([N:7]2[C:13]3[CH:14]=[CH:15][CH:16]=[CH:17][C:12]=3[CH2:11][N:10]3[CH:18]=[CH:19][CH:20]=[C:9]3[CH2:8]2)=[O:6])[CH:3]=1. (4) Given the reactants [Cl:1][C:2]1[C:3](=[O:21])[N:4]([C:14]2[CH:19]=[CH:18][C:17]([Cl:20])=[CH:16][CH:15]=2)[N:5]=[CH:6][C:7]=1[N:8]1[CH2:13][CH2:12][NH:11][CH2:10][CH2:9]1.[CH:22]1([C:25](Cl)=[O:26])[CH2:24][CH2:23]1, predict the reaction product. The product is: [Cl:1][C:2]1[C:3](=[O:21])[N:4]([C:14]2[CH:15]=[CH:16][C:17]([Cl:20])=[CH:18][CH:19]=2)[N:5]=[CH:6][C:7]=1[N:8]1[CH2:9][CH2:10][N:11]([C:25]([CH:22]2[CH2:24][CH2:23]2)=[O:26])[CH2:12][CH2:13]1.